This data is from Full USPTO retrosynthesis dataset with 1.9M reactions from patents (1976-2016). The task is: Predict the reactants needed to synthesize the given product. (1) Given the product [C:9]([C:8]1[CH:11]=[CH:12][C:5]([N:4]([CH2:17][C:18]([F:19])([F:20])[F:21])[CH2:3][CH2:2][O:1][C:23]2[CH:32]=[CH:31][C:26]([C:27]([O:29][CH3:30])=[O:28])=[CH:25][CH:24]=2)=[CH:6][C:7]=1[C:13]([F:15])([F:16])[F:14])#[N:10], predict the reactants needed to synthesize it. The reactants are: [OH:1][CH2:2][CH2:3][N:4]([CH2:17][C:18]([F:21])([F:20])[F:19])[C:5]1[CH:12]=[CH:11][C:8]([C:9]#[N:10])=[C:7]([C:13]([F:16])([F:15])[F:14])[CH:6]=1.O[C:23]1[CH:32]=[CH:31][C:26]([C:27]([O:29][CH3:30])=[O:28])=[CH:25][CH:24]=1. (2) Given the product [O:18]=[C:17]([NH:19][N:20]1[CH:24]=[CH:23][CH:22]=[C:21]1[C:25](=[O:26])[NH:7][CH:4]1[CH2:5][CH2:6][O:1][CH2:2][CH2:3]1)[C@@H:16]([NH:15][C:13](=[O:14])[O:12][C:8]([CH3:11])([CH3:10])[CH3:9])[CH3:29], predict the reactants needed to synthesize it. The reactants are: [O:1]1[CH2:6][CH2:5][CH:4]([NH2:7])[CH2:3][CH2:2]1.[C:8]([O:12][C:13]([NH:15][C@@H:16]([CH3:29])[C:17]([NH:19][N:20]1[CH:24]=[CH:23][CH:22]=[C:21]1[C:25](OC)=[O:26])=[O:18])=[O:14])([CH3:11])([CH3:10])[CH3:9].C[Al](C)C.C(C(C(C([O-])=O)O)O)([O-])=O.[Na+].[Na+]. (3) Given the product [Cl:1][C:2]1[CH:7]=[CH:6][N:5]=[C:4]2[N:8]([C:14]3[N:19]=[CH:18][CH:17]=[CH:16][N:15]=3)[CH:9]=[C:10]([CH:11]=[O:12])[C:3]=12, predict the reactants needed to synthesize it. The reactants are: [Cl:1][C:2]1[CH:7]=[CH:6][N:5]=[C:4]2[NH:8][CH:9]=[C:10]([CH:11]=[O:12])[C:3]=12.Cl[C:14]1[N:19]=[CH:18][CH:17]=[CH:16][N:15]=1.C(=O)([O-])[O-].[Cs+].[Cs+]. (4) Given the product [Cl:2][C:3]1[CH:4]=[C:5]([CH:23]=[C:24]([Cl:26])[CH:25]=1)[C:6]([N:8]1[CH2:13][CH2:12][N:11]([CH2:28][CH2:29][CH2:30][OH:31])[CH2:10][C@H:9]1[CH2:14][C:15]1[CH:20]=[CH:19][C:18]([CH3:21])=[C:17]([CH3:22])[CH:16]=1)=[O:7], predict the reactants needed to synthesize it. The reactants are: Cl.[Cl:2][C:3]1[CH:4]=[C:5]([CH:23]=[C:24]([Cl:26])[CH:25]=1)[C:6]([N:8]1[CH2:13][CH2:12][NH:11][CH2:10][C@H:9]1[CH2:14][C:15]1[CH:20]=[CH:19][C:18]([CH3:21])=[C:17]([CH3:22])[CH:16]=1)=[O:7].Br[CH2:28][CH2:29][CH2:30][OH:31].C(=O)([O-])[O-].[K+].[K+].[I-].[K+]. (5) Given the product [Na+:44].[C:31]([C:15]1[N:14]([CH:34]([CH3:35])[CH3:36])[C:13]([CH2:12][CH2:11][C@@H:10]([OH:37])[CH2:9][C@@H:8]([OH:38])[CH2:7][C:6]([O-:39])=[O:5])=[C:17]([C:18]2[CH:19]=[CH:20][C:21]([F:24])=[CH:22][CH:23]=2)[C:16]=1[C:25]1[CH:30]=[CH:29][CH:28]=[CH:27][CH:26]=1)(=[O:33])[NH2:32], predict the reactants needed to synthesize it. The reactants are: C([O:5][C:6](=[O:39])[CH2:7][C@H:8]([OH:38])[CH2:9][C@H:10]([OH:37])[CH2:11][CH2:12][C:13]1[N:14]([CH:34]([CH3:36])[CH3:35])[C:15]([C:31](=[O:33])[NH2:32])=[C:16]([C:25]2[CH:30]=[CH:29][CH:28]=[CH:27][CH:26]=2)[C:17]=1[C:18]1[CH:23]=[CH:22][C:21]([F:24])=[CH:20][CH:19]=1)(C)(C)C.C(O)C.[OH-].[Na+:44]. (6) Given the product [C:49]([O:57][CH:58]1[CH2:63][CH2:62][CH2:61][C:60](=[O:64])[CH2:59]1)(=[O:56])[C:50]1[CH:51]=[CH:52][CH:53]=[CH:54][CH:55]=1, predict the reactants needed to synthesize it. The reactants are: C1(O)CCCC(O)C1.CN(C1C=CC=CN=1)C.C(Cl)(=O)C1C=CC=CC=1.CC(OI1(OC(C)=O)(OC(C)=O)OC(=O)C2C=CC=CC1=2)=O.[C:49]([O:57][CH:58]1[CH2:63][CH2:62][CH2:61][CH:60]([OH:64])[CH2:59]1)(=[O:56])[C:50]1[CH:55]=[CH:54][CH:53]=[CH:52][CH:51]=1.